Dataset: Reaction yield outcomes from USPTO patents with 853,638 reactions. Task: Predict the reaction yield, written as a fraction of the theoretical maximum amount of product (1.0 means a 100% yield; for example, 0.34 means a 34% yield). (1) The reactants are [C:1]([O:4][CH2:5][C:6]1[C:7]([N:37]2[CH2:49][CH2:48][N:40]3[C:41]4[CH2:42][CH2:43][CH2:44][CH2:45][C:46]=4[CH:47]=[C:39]3[C:38]2=[O:50])=[N:8][CH:9]=[CH:10][C:11]=1[C:12]1[CH:13]=[C:14]([NH:20][C:21]2[CH:36]=[C:24]3[CH2:25][N:26](C(OC(C)(C)C)=O)[CH2:27][CH2:28][N:23]3[N:22]=2)[C:15](=[O:19])[N:16]([CH3:18])[CH:17]=1)(=[O:3])[CH3:2].Cl.O1CCOCC1. The catalyst is ClCCl. The product is [C:1]([O:4][CH2:5][C:6]1[C:7]([N:37]2[CH2:49][CH2:48][N:40]3[C:41]4[CH2:42][CH2:43][CH2:44][CH2:45][C:46]=4[CH:47]=[C:39]3[C:38]2=[O:50])=[N:8][CH:9]=[CH:10][C:11]=1[C:12]1[CH:13]=[C:14]([NH:20][C:21]2[CH:36]=[C:24]3[CH2:25][NH:26][CH2:27][CH2:28][N:23]3[N:22]=2)[C:15](=[O:19])[N:16]([CH3:18])[CH:17]=1)(=[O:3])[CH3:2]. The yield is 0.660. (2) The reactants are [N+:1]([C:4]1[CH:19]=[CH:18][C:7]2[N:8]=[C:9]([C:11]3[CH:16]=[CH:15][C:14]([CH3:17])=[CH:13][CH:12]=3)[O:10][C:6]=2[CH:5]=1)([O-])=O.[Cl-].[NH4+]. The catalyst is C(O)C.O.[Fe]. The product is [C:14]1([CH3:17])[CH:13]=[CH:12][C:11]([C:9]2[O:10][C:6]3[CH:5]=[C:4]([NH2:1])[CH:19]=[CH:18][C:7]=3[N:8]=2)=[CH:16][CH:15]=1. The yield is 0.0400.